This data is from Catalyst prediction with 721,799 reactions and 888 catalyst types from USPTO. The task is: Predict which catalyst facilitates the given reaction. (1) Reactant: C([O:4][C@@:5]1([CH2:42][N:43]=[N+:44]=[N-:45])[C@@H:10]([O:11]C(=O)C)[C@H:9]([O:15]C(=O)C)[C@@H:8]([CH2:19][O:20]C(=O)C)[O:7][C@@H:6]1[O:24][C:25]1[CH:30]=[CH:29][C:28]([C:31]2[CH:36]=[CH:35][CH:34]=[C:33]([C:37](=[O:40])[NH:38][CH3:39])[CH:32]=2)=[CH:27][C:26]=1[CH3:41])(=O)C.C[O-].[Na+]. Product: [N:43]([CH2:42][C@:5]1([OH:4])[C@@H:10]([OH:11])[C@H:9]([OH:15])[C@@H:8]([CH2:19][OH:20])[O:7][C@@H:6]1[O:24][C:25]1[CH:30]=[CH:29][C:28]([C:31]2[CH:32]=[C:33]([CH:34]=[CH:35][CH:36]=2)[C:37]([NH:38][CH3:39])=[O:40])=[CH:27][C:26]=1[CH3:41])=[N+:44]=[N-:45]. The catalyst class is: 5. (2) Reactant: [NH2:1][C:2]1[CH:7]=[CH:6][C:5]([S:8]([NH:11][C:12]([C:14]2[CH:19]=[CH:18][C:17]([C:20]3[CH:25]=[CH:24][C:23]([F:26])=[CH:22][CH:21]=3)=[CH:16][CH:15]=2)=[O:13])(=[O:10])=[O:9])=[CH:4][C:3]=1[N+:27]([O-:29])=[O:28].[H-].[Na+].[C:32]12([C:42](Cl)=[O:43])[CH2:41][CH:36]3[CH2:37][CH:38]([CH2:40][CH:34]([CH2:35]3)[CH2:33]1)[CH2:39]2.Cl. Product: [F:26][C:23]1[CH:24]=[CH:25][C:20]([C:17]2[CH:16]=[CH:15][C:14]([C:12]([NH:11][S:8]([C:5]3[CH:6]=[CH:7][C:2]([NH:1][C:42]([C:32]45[CH2:41][CH:36]6[CH2:35][CH:34]([CH2:40][CH:38]([CH2:37]6)[CH2:39]4)[CH2:33]5)=[O:43])=[C:3]([N+:27]([O-:29])=[O:28])[CH:4]=3)(=[O:10])=[O:9])=[O:13])=[CH:19][CH:18]=2)=[CH:21][CH:22]=1. The catalyst class is: 523. (3) Reactant: [F:1][C:2]1[CH:19]=[CH:18][C:5]([O:6][C:7]2[N:16]=[CH:15]C(I)=[CH:13][C:8]=2[C:9]([O:11]C)=O)=[CH:4][CH:3]=1.[F:20][C:21]([F:26])([F:25])[C:22]([O-])=O.[Na+].[OH2:28].ClCCl.C[N:33]1[CH2:37][CH2:36][CH2:35][CH2:34]1. Product: [F:1][C:2]1[CH:3]=[CH:4][C:5]([O:6][C:7]2[C:8]([C:9]([NH:33][CH2:37][C:36]3[CH:2]=[CH:3][C:4]([C:5]([OH:6])=[O:28])=[CH:34][CH:35]=3)=[O:11])=[CH:13][C:22]([C:21]([F:26])([F:25])[F:20])=[CH:15][N:16]=2)=[CH:18][CH:19]=1. The catalyst class is: 205. (4) Reactant: [Al+3].[Cl-].[Cl-].[Cl-].[Cl:5][C:6]1[N:7]=[C:8]2[N:12]([CH:13]=1)[N:11]=[C:10]([CH2:14][O:15][CH3:16])[S:9]2.Cl[CH2:18][N:19]1[CH2:23][CH:22]([CH2:24][CH2:25][C:26]([F:29])([F:28])[F:27])[CH2:21][C:20]1=[O:30].C([O-])(O)=O.[Na+]. Product: [Cl:5][C:6]1[N:7]=[C:8]2[N:12]([C:13]=1[CH2:18][N:19]1[CH2:23][CH:22]([CH2:24][CH2:25][C:26]([F:29])([F:28])[F:27])[CH2:21][C:20]1=[O:30])[N:11]=[C:10]([CH2:14][O:15][CH3:16])[S:9]2. The catalyst class is: 12. (5) Reactant: Cl[C:2]1[C:7]2[CH:8]=[C:9]([S:11]([O-:13])=[O:12])[S:10][C:6]=2[CH:5]=[CH:4][N:3]=1.[Li+].[F:15][C:16]([F:26])([F:25])[C:17]1[CH:24]=[CH:23][C:20]([CH2:21]Br)=[CH:19][CH:18]=1.[C:27]([O:31][C:32]([N:34]1[CH2:39][CH2:38][NH:37][CH2:36][CH2:35]1)=[O:33])([CH3:30])([CH3:29])[CH3:28]. Product: [C:27]([O:31][C:32]([N:34]1[CH2:39][CH2:38][N:37]([C:2]2[C:7]3[CH:8]=[C:9]([S:11]([CH2:21][C:20]4[CH:23]=[CH:24][C:17]([C:16]([F:26])([F:25])[F:15])=[CH:18][CH:19]=4)(=[O:13])=[O:12])[S:10][C:6]=3[CH:5]=[CH:4][N:3]=2)[CH2:36][CH2:35]1)=[O:33])([CH3:30])([CH3:28])[CH3:29]. The catalyst class is: 10.